From a dataset of Peptide-MHC class I binding affinity with 185,985 pairs from IEDB/IMGT. Regression. Given a peptide amino acid sequence and an MHC pseudo amino acid sequence, predict their binding affinity value. This is MHC class I binding data. (1) The peptide sequence is SQVRVPTVF. The MHC is HLA-B51:01 with pseudo-sequence HLA-B51:01. The binding affinity (normalized) is 0.0847. (2) The peptide sequence is HGVEFDFI. The MHC is Mamu-B3901 with pseudo-sequence Mamu-B3901. The binding affinity (normalized) is 0.321. (3) The peptide sequence is AMLAGTAVV. The MHC is HLA-A02:01 with pseudo-sequence HLA-A02:01. The binding affinity (normalized) is 0.835. (4) The peptide sequence is IIGHIGHHYI. The MHC is HLA-A02:01 with pseudo-sequence HLA-A02:01. The binding affinity (normalized) is 0.190.